Dataset: NCI-60 drug combinations with 297,098 pairs across 59 cell lines. Task: Regression. Given two drug SMILES strings and cell line genomic features, predict the synergy score measuring deviation from expected non-interaction effect. (1) Drug 1: CN1C(=O)N2C=NC(=C2N=N1)C(=O)N. Drug 2: C(=O)(N)NO. Cell line: NCI-H460. Synergy scores: CSS=-2.24, Synergy_ZIP=1.55, Synergy_Bliss=0.343, Synergy_Loewe=-2.79, Synergy_HSA=-2.85. (2) Drug 1: COC1=CC(=CC(=C1O)OC)C2C3C(COC3=O)C(C4=CC5=C(C=C24)OCO5)OC6C(C(C7C(O6)COC(O7)C8=CC=CS8)O)O. Drug 2: N.N.Cl[Pt+2]Cl. Cell line: NCI/ADR-RES. Synergy scores: CSS=-2.11, Synergy_ZIP=0.536, Synergy_Bliss=0.278, Synergy_Loewe=-2.95, Synergy_HSA=-2.22. (3) Drug 1: CC1=C2C(C(=O)C3(C(CC4C(C3C(C(C2(C)C)(CC1OC(=O)C(C(C5=CC=CC=C5)NC(=O)OC(C)(C)C)O)O)OC(=O)C6=CC=CC=C6)(CO4)OC(=O)C)OC)C)OC. Drug 2: CCN(CC)CCNC(=O)C1=C(NC(=C1C)C=C2C3=C(C=CC(=C3)F)NC2=O)C. Cell line: M14. Synergy scores: CSS=51.4, Synergy_ZIP=4.83, Synergy_Bliss=3.07, Synergy_Loewe=-7.12, Synergy_HSA=2.22. (4) Drug 1: C1=CN(C(=O)N=C1N)C2C(C(C(O2)CO)O)O.Cl. Drug 2: CC1CCC2CC(C(=CC=CC=CC(CC(C(=O)C(C(C(=CC(C(=O)CC(OC(=O)C3CCCCN3C(=O)C(=O)C1(O2)O)C(C)CC4CCC(C(C4)OC)O)C)C)O)OC)C)C)C)OC. Cell line: NCI/ADR-RES. Synergy scores: CSS=20.0, Synergy_ZIP=-8.13, Synergy_Bliss=-2.77, Synergy_Loewe=-11.9, Synergy_HSA=-4.23. (5) Drug 1: C1C(C(OC1N2C=C(C(=O)NC2=O)F)CO)O. Drug 2: CN1C2=C(C=C(C=C2)N(CCCl)CCCl)N=C1CCCC(=O)O.Cl. Cell line: COLO 205. Synergy scores: CSS=35.3, Synergy_ZIP=0.829, Synergy_Bliss=0.726, Synergy_Loewe=-19.5, Synergy_HSA=1.16. (6) Drug 1: CC=C1C(=O)NC(C(=O)OC2CC(=O)NC(C(=O)NC(CSSCCC=C2)C(=O)N1)C(C)C)C(C)C. Drug 2: CC(C)NC(=O)C1=CC=C(C=C1)CNNC.Cl. Cell line: EKVX. Synergy scores: CSS=13.2, Synergy_ZIP=-4.09, Synergy_Bliss=0.447, Synergy_Loewe=-30.4, Synergy_HSA=-0.760. (7) Drug 1: CC1C(C(=O)NC(C(=O)N2CCCC2C(=O)N(CC(=O)N(C(C(=O)O1)C(C)C)C)C)C(C)C)NC(=O)C3=C4C(=C(C=C3)C)OC5=C(C(=O)C(=C(C5=N4)C(=O)NC6C(OC(=O)C(N(C(=O)CN(C(=O)C7CCCN7C(=O)C(NC6=O)C(C)C)C)C)C(C)C)C)N)C. Drug 2: CC1C(C(CC(O1)OC2CC(CC3=C2C(=C4C(=C3O)C(=O)C5=C(C4=O)C(=CC=C5)OC)O)(C(=O)CO)O)N)O.Cl. Cell line: UO-31. Synergy scores: CSS=25.4, Synergy_ZIP=0.853, Synergy_Bliss=3.74, Synergy_Loewe=1.56, Synergy_HSA=2.37. (8) Drug 1: CC1C(C(CC(O1)OC2CC(CC3=C2C(=C4C(=C3O)C(=O)C5=C(C4=O)C(=CC=C5)OC)O)(C(=O)CO)O)N)O. Drug 2: CC(C)(C#N)C1=CC=C(C=C1)N2C3=C4C=C(C=CC4=NC=C3N(C2=O)C)C5=CC6=CC=CC=C6N=C5. Cell line: NCI-H460. Synergy scores: CSS=76.8, Synergy_ZIP=4.98, Synergy_Bliss=3.99, Synergy_Loewe=7.90, Synergy_HSA=12.3.